This data is from TCR-epitope binding with 47,182 pairs between 192 epitopes and 23,139 TCRs. The task is: Binary Classification. Given a T-cell receptor sequence (or CDR3 region) and an epitope sequence, predict whether binding occurs between them. (1) The epitope is ITEEVGHTDLMAAY. The TCR CDR3 sequence is CASSPLTGGQTDTQYF. Result: 0 (the TCR does not bind to the epitope). (2) The epitope is FVRATATIPI. The TCR CDR3 sequence is CASSYSGGDGYTF. Result: 1 (the TCR binds to the epitope). (3) The epitope is VLWAHGFEL. The TCR CDR3 sequence is CASSFGQGSGVELFF. Result: 1 (the TCR binds to the epitope). (4) The epitope is YVLDHLIVV. The TCR CDR3 sequence is CASSLADSYEQYF. Result: 0 (the TCR does not bind to the epitope). (5) The epitope is TLIGDCATV. The TCR CDR3 sequence is CASSLTGLSGANVLTF. Result: 1 (the TCR binds to the epitope).